Dataset: Forward reaction prediction with 1.9M reactions from USPTO patents (1976-2016). Task: Predict the product of the given reaction. (1) The product is: [F:1][C@H:2]1[CH2:6][CH2:5][N:4]([CH2:7][C:8]2[CH:9]=[CH:10][C:11]([NH2:14])=[N:12][CH:13]=2)[CH2:3]1. Given the reactants [F:1][C@H:2]1[CH2:6][CH2:5][N:4]([CH2:7][C:8]2[CH:9]=[CH:10][C:11]([NH:14]C(=O)OC(C)(C)C)=[N:12][CH:13]=2)[CH2:3]1.C(O)(C(F)(F)F)=O, predict the reaction product. (2) Given the reactants [CH3:1][N:2]1[C:10]2[C:5](=[CH:6][C:7]([NH:11][C:12](=[O:20])OC3C=CC=CC=3)=[CH:8][CH:9]=2)[CH:4]=[CH:3]1.O.[NH2:22][NH2:23], predict the reaction product. The product is: [CH3:1][N:2]1[C:10]2[C:5](=[CH:6][C:7]([NH:11][C:12]([NH:22][NH2:23])=[O:20])=[CH:8][CH:9]=2)[CH:4]=[CH:3]1. (3) Given the reactants [N+:1]([C:4]1[CH:24]=[CH:23][C:7]([CH2:8][O:9][C:10]([N:12]2[CH2:17][CH2:16][N:15]3[N:18]=[C:19]([CH:21]=[O:22])[CH:20]=[C:14]3[CH2:13]2)=[O:11])=[CH:6][CH:5]=1)([O-:3])=[O:2].[Mg+2].[Br-].[Br-].[N+:28]([C:31]1[CH:49]=[CH:48][C:34]([CH2:35][O:36][C:37]([C:39]2[N:40]3[C@H:43]([S:44][CH:45]=2)[C@@H:42]([Br:46])[C:41]3=[O:47])=[O:38])=[CH:33][CH:32]=1)([O-:30])=[O:29].[C:50](OC(=O)C)(=[O:52])[CH3:51], predict the reaction product. The product is: [N+:1]([C:4]1[CH:24]=[CH:23][C:7]([CH2:8][O:9][C:10]([N:12]2[CH2:17][CH2:16][N:15]3[N:18]=[C:19]([CH:21]([O:22][C:50](=[O:52])[CH3:51])[C:42]4([Br:46])[C:41](=[O:47])[N:40]5[C@@H:43]4[S:44][CH:45]=[C:39]5[C:37]([O:36][CH2:35][C:34]4[CH:48]=[CH:49][C:31]([N+:28]([O-:30])=[O:29])=[CH:32][CH:33]=4)=[O:38])[CH:20]=[C:14]3[CH2:13]2)=[O:11])=[CH:6][CH:5]=1)([O-:3])=[O:2]. (4) Given the reactants [Cl:1][C:2]1[C:3]([NH:20][C:21]2[CH:26]=[CH:25][C:24]([I:27])=[CH:23][C:22]=2[F:28])=[C:4]([CH:17]=[CH:18][N:19]=1)[C:5]([NH:7][O:8][CH2:9][C@H:10]1[CH2:14][O:13]C(C)(C)[O:11]1)=[O:6].C(O)(C(F)(F)F)=O.ClCCl, predict the reaction product. The product is: [Cl:1][C:2]1[C:3]([NH:20][C:21]2[CH:26]=[CH:25][C:24]([I:27])=[CH:23][C:22]=2[F:28])=[C:4]([CH:17]=[CH:18][N:19]=1)[C:5]([NH:7][O:8][CH2:9][C@H:10]([OH:11])[CH2:14][OH:13])=[O:6]. (5) Given the reactants [OH:1][C:2]1[CH:3]=[C:4]([CH:9]=[C:10]([OH:12])[CH:11]=1)[C:5]([O:7][CH3:8])=[O:6].[C:13]1(B(O)O)[CH:18]=[CH:17][CH:16]=[CH:15][CH:14]=1.C(OCC)(=O)C.C(OCC)(=O)C.CCCCCC, predict the reaction product. The product is: [OH:1][C:2]1[CH:3]=[C:4]([CH:9]=[C:10]([O:12][C:13]2[CH:18]=[CH:17][CH:16]=[CH:15][CH:14]=2)[CH:11]=1)[C:5]([O:7][CH3:8])=[O:6].